This data is from Catalyst prediction with 721,799 reactions and 888 catalyst types from USPTO. The task is: Predict which catalyst facilitates the given reaction. (1) Reactant: [N:1]1[CH:6]=[CH:5][C:4]([N:7]2[CH2:12][CH2:11][CH:10]([CH2:13][NH:14][C:15]3[C:16]([NH2:21])=[CH:17][CH:18]=[CH:19][CH:20]=3)[CH2:9][CH2:8]2)=[CH:3][CH:2]=1.N1C=CC=CC=1.[CH3:28][O:29][C:30]1[CH:38]=[CH:37][C:33]([C:34](Cl)=[O:35])=[CH:32][CH:31]=1. Product: [CH3:28][O:29][C:30]1[CH:38]=[CH:37][C:33]([C:34]([NH:21][C:16]2[C:15]([NH:14][CH2:13][CH:10]3[CH2:11][CH2:12][N:7]([C:4]4[CH:5]=[CH:6][N:1]=[CH:2][CH:3]=4)[CH2:8][CH2:9]3)=[CH:20][CH:19]=[CH:18][CH:17]=2)=[O:35])=[CH:32][CH:31]=1. The catalyst class is: 22. (2) Reactant: [OH:1][C:2]1[CH:11]=[CH:10][C:5]2[CH2:6][O:7][B:8]([OH:9])[C:4]=2[CH:3]=1.[H-].[Na+].Br[CH:15]([C:21]1[CH:26]=[CH:25][CH:24]=[CH:23][CH:22]=1)[C:16]([O:18][CH2:19][CH3:20])=[O:17].Cl. Product: [CH2:19]([O:18][C:16](=[O:17])[CH:15]([O:1][C:2]1[CH:11]=[CH:10][C:5]2[CH2:6][O:7][B:8]([OH:9])[C:4]=2[CH:3]=1)[C:21]1[CH:26]=[CH:25][CH:24]=[CH:23][CH:22]=1)[CH3:20]. The catalyst class is: 3. (3) Reactant: [NH2:1][C:2]1[CH:23]=[CH:22][CH:21]=[CH:20][C:3]=1[O:4][CH:5]([CH2:18][CH3:19])[CH:6]([NH:10][C:11]([O:13][C:14]([CH3:17])([CH3:16])[CH3:15])=[O:12])[C:7](O)=[O:8].Cl.CN(C)CCCN=C=NCC. Product: [C:14]([O:13][C:11](=[O:12])[NH:10][C@@H:6]1[C:7](=[O:8])[NH:1][C:2]2[CH:23]=[CH:22][CH:21]=[CH:20][C:3]=2[O:4][C@@H:5]1[CH2:18][CH3:19])([CH3:17])([CH3:16])[CH3:15].[C:14]([O:13][C:11](=[O:12])[NH:10][C@H:6]1[C:7](=[O:8])[NH:1][C:2]2[CH:23]=[CH:22][CH:21]=[CH:20][C:3]=2[O:4][C@H:5]1[CH2:18][CH3:19])([CH3:17])([CH3:16])[CH3:15]. The catalyst class is: 9. (4) Reactant: [NH2:1][C:2]([C@H]1[C@H]2C[C@H](C=C2)[C@H]1[NH:11][C:12]1[C:17](F)=[CH:16][N:15]=[C:14]([NH:19]C2C=CC(N3CCN(C)CC3)=C(C)C=2)[N:13]=1)=[O:3]. The catalyst class is: 5. Product: [NH3:1].[CH3:2][OH:3].[NH2:19][C:14]1[N:13]=[C:12]([NH2:11])[CH:17]=[CH:16][N:15]=1. (5) Reactant: FC(F)(F)S(O[CH2:7][C@H:8]([CH3:11])[CH2:9][F:10])(=O)=O.[CH3:14][C@H:15]1[NH:27][C@H:26]([C:28]2[CH:33]=[CH:32][C:31](/[CH:34]=[CH:35]/[C:36]([O:38][CH3:39])=[O:37])=[CH:30][CH:29]=2)[C:18]2[NH:19][C:20]3[C:25]([C:17]=2[CH2:16]1)=[CH:24][CH:23]=[CH:22][CH:21]=3.C(N(CC)C(C)C)(C)C. Product: [F:10][CH2:9][C@@H:8]([CH3:11])[CH2:7][N:27]1[C@H:15]([CH3:14])[CH2:16][C:17]2[C:25]3[C:20](=[CH:21][CH:22]=[CH:23][CH:24]=3)[NH:19][C:18]=2[C@H:26]1[C:28]1[CH:29]=[CH:30][C:31](/[CH:34]=[CH:35]/[C:36]([O:38][CH3:39])=[O:37])=[CH:32][CH:33]=1. The catalyst class is: 12. (6) Reactant: FC(F)(F)C(O)=O.[F:8][C:9]1[CH:14]=[C:13]([N:15]2[CH:19]=[N:18][N:17]=[N:16]2)[CH:12]=[CH:11][C:10]=1[C:20]1[CH:21]=[CH:22][C:23]2[O:27][C:26]([CH:28]3[CH2:33][CH2:32][NH:31][CH2:30][CH2:29]3)=[N:25][C:24]=2[CH:34]=1.C([O-])([O-])=O.[K+].[K+].CS(O[CH2:46][CH2:47][O:48][CH3:49])(=O)=O.CCOC(C)=O.O. Product: [F:8][C:9]1[CH:14]=[C:13]([N:15]2[CH:19]=[N:18][N:17]=[N:16]2)[CH:12]=[CH:11][C:10]=1[C:20]1[CH:21]=[CH:22][C:23]2[O:27][C:26]([CH:28]3[CH2:29][CH2:30][N:31]([CH2:46][CH2:47][O:48][CH3:49])[CH2:32][CH2:33]3)=[N:25][C:24]=2[CH:34]=1. The catalyst class is: 3. (7) Reactant: [N:1]1[C:10]2[C:9](=[O:11])[CH:8]=[CH:7][C:6](=[O:12])[C:5]=2[N:4]=[CH:3][CH:2]=1.[F:13][C:14]([F:21])([F:20])[S:15]([O:18]C)(=[O:17])=[O:16]. Product: [F:13][C:14]([F:21])([F:20])[S:15]([O-:18])(=[O:17])=[O:16].[CH3:14][N+:1]1[C:10]2[C:9](=[O:11])[CH:8]=[CH:7][C:6](=[O:12])[C:5]=2[N:4]=[CH:3][CH:2]=1. The catalyst class is: 11. (8) Reactant: [Cl:1][C:2]1[CH:3]=[CH:4][C:5]2[N:11]3[CH:12]=[CH:13][CH:14]=[C:10]3[C@@H:9]([CH2:15][CH2:16][C:17]([N:19]3[CH2:24][CH2:23][C:22]([OH:30])([C:25]([O:27]CC)=[O:26])[CH2:21][CH2:20]3)=[O:18])[O:8][C@H:7]([C:31]3[CH:36]=[CH:35][CH:34]=[C:33]([O:37][CH3:38])[C:32]=3[O:39][CH3:40])[C:6]=2[CH:41]=1. Product: [Cl:1][C:2]1[CH:3]=[CH:4][C:5]2[N:11]3[CH:12]=[CH:13][CH:14]=[C:10]3[C@@H:9]([CH2:15][CH2:16][C:17]([N:19]3[CH2:24][CH2:23][C:22]([OH:30])([C:25]([OH:27])=[O:26])[CH2:21][CH2:20]3)=[O:18])[O:8][C@H:7]([C:31]3[CH:36]=[CH:35][CH:34]=[C:33]([O:37][CH3:38])[C:32]=3[O:39][CH3:40])[C:6]=2[CH:41]=1. The catalyst class is: 5. (9) Reactant: O[CH2:2][C:3]1[CH:8]=[CH:7][C:6]([NH:9][C:10](=[O:26])[CH2:11][C:12]([CH3:25])([C:14]2[C:19](=[O:20])[C:18]([CH3:21])=[C:17]([CH3:22])[C:16](=[O:23])[C:15]=2[CH3:24])[CH3:13])=[CH:5][CH:4]=1.C(Br)(Br)(Br)[Br:28].C1C=CC(P(C2C=CC=CC=2)C2C=CC=CC=2)=CC=1. Product: [Br:28][CH2:2][C:3]1[CH:8]=[CH:7][C:6]([NH:9][C:10](=[O:26])[CH2:11][C:12]([CH3:25])([C:14]2[C:19](=[O:20])[C:18]([CH3:21])=[C:17]([CH3:22])[C:16](=[O:23])[C:15]=2[CH3:24])[CH3:13])=[CH:5][CH:4]=1. The catalyst class is: 2.